Dataset: Peptide-MHC class I binding affinity with 185,985 pairs from IEDB/IMGT. Task: Regression. Given a peptide amino acid sequence and an MHC pseudo amino acid sequence, predict their binding affinity value. This is MHC class I binding data. (1) The peptide sequence is LSTHAVRI. The MHC is Mamu-A01 with pseudo-sequence Mamu-A01. The binding affinity (normalized) is 0.481. (2) The peptide sequence is IMSMGDIITY. The MHC is HLA-A11:01 with pseudo-sequence HLA-A11:01. The binding affinity (normalized) is 0.532. (3) The peptide sequence is RRHWGGNVL. The MHC is HLA-A11:01 with pseudo-sequence HLA-A11:01. The binding affinity (normalized) is 0.0847. (4) The peptide sequence is ATDVPSATK. The MHC is HLA-A11:01 with pseudo-sequence HLA-A11:01. The binding affinity (normalized) is 0.291. (5) The peptide sequence is NYPASLHKF. The MHC is HLA-A02:03 with pseudo-sequence HLA-A02:03. The binding affinity (normalized) is 0.0847. (6) The peptide sequence is RRRGACVVY. The MHC is HLA-A29:02 with pseudo-sequence HLA-A29:02. The binding affinity (normalized) is 0.213. (7) The MHC is HLA-B40:02 with pseudo-sequence HLA-B40:02. The binding affinity (normalized) is 0.0847. The peptide sequence is VALFSSCPVAY. (8) The binding affinity (normalized) is 0.0847. The peptide sequence is FIKDRATAV. The MHC is HLA-A02:16 with pseudo-sequence HLA-A02:16. (9) The peptide sequence is VEIKTGFKL. The MHC is HLA-B15:17 with pseudo-sequence HLA-B15:17. The binding affinity (normalized) is 0.0847.